This data is from Reaction yield outcomes from USPTO patents with 853,638 reactions. The task is: Predict the reaction yield, written as a fraction of the theoretical maximum amount of product (1.0 means a 100% yield; for example, 0.34 means a 34% yield). (1) The reactants are [S-:1][C:2]#[N:3].[K+].[Br:5][C:6]1[N:11]=[CH:10][C:9]([NH2:12])=[CH:8][CH:7]=1.BrBr. The catalyst is C(O)(=O)C. The product is [Br:5][C:6]1[N:11]=[C:10]2[S:1][C:2]([NH2:3])=[N:12][C:9]2=[CH:8][CH:7]=1. The yield is 0.780. (2) The reactants are [NH2:1][C:2]1[C:7]([NH2:8])=[CH:6][C:5]([Br:9])=[CH:4][N:3]=1.[Cl:10][C:11]1[CH:12]=[C:13]([CH:17]=[CH:18][CH:19]=1)[C:14](O)=O.[OH-].[Na+]. No catalyst specified. The product is [Br:9][C:5]1[CH:6]=[C:7]2[NH:8][C:14]([C:13]3[CH:17]=[CH:18][CH:19]=[C:11]([Cl:10])[CH:12]=3)=[N:1][C:2]2=[N:3][CH:4]=1. The yield is 0.690. (3) The reactants are [CH3:1][C:2]1[CH:3]=[C:4]([CH:6]=[CH:7][C:8]=1[O:9][C:10]1[CH:11]=[N:12][C:13]([CH3:16])=[CH:14][CH:15]=1)[NH2:5].Cl.O1CCOCC1.Cl[C:25]1[C:34]2[C:29](=[CH:30][CH:31]=[CH:32][C:33]=2[F:35])[N:28]=[CH:27][N:26]=1. The catalyst is C(#N)C. The product is [F:35][C:33]1[CH:32]=[CH:31][CH:30]=[C:29]2[C:34]=1[C:25]([NH:5][C:4]1[CH:6]=[CH:7][C:8]([O:9][C:10]3[CH:11]=[N:12][C:13]([CH3:16])=[CH:14][CH:15]=3)=[C:2]([CH3:1])[CH:3]=1)=[N:26][CH:27]=[N:28]2. The yield is 0.940. (4) The reactants are Cl.C(O)C.COC[O:8][C:9]1[C:17]2[O:16][C:15]([CH3:19])([CH3:18])[C:14](=[O:20])[C:13]=2[C:12]([CH3:21])=[C:11]([N:22]2[CH2:27][CH2:26][N:25]([C:28]3[CH:33]=[CH:32][C:31]([O:34][CH3:35])=[CH:30][CH:29]=3)[CH2:24][CH2:23]2)[C:10]=1[CH3:36].O.C(=O)(O)[O-].[Na+]. The catalyst is C(OCC)(=O)C. The product is [OH:8][C:9]1[C:17]2[O:16][C:15]([CH3:18])([CH3:19])[C:14](=[O:20])[C:13]=2[C:12]([CH3:21])=[C:11]([N:22]2[CH2:27][CH2:26][N:25]([C:28]3[CH:33]=[CH:32][C:31]([O:34][CH3:35])=[CH:30][CH:29]=3)[CH2:24][CH2:23]2)[C:10]=1[CH3:36]. The yield is 0.870.